From a dataset of Catalyst prediction with 721,799 reactions and 888 catalyst types from USPTO. Predict which catalyst facilitates the given reaction. The catalyst class is: 2. Reactant: [Al+3].[Cl-].[Cl-].[Cl-].[C:5]1(=[O:11])[O:10][C:8](=[O:9])[CH2:7][CH2:6]1.[CH2:12]([O:14][C:15](=[O:25])[CH2:16][O:17][C:18]1[CH:23]=[CH:22][CH:21]=[CH:20][C:19]=1[Cl:24])[CH3:13].Cl. Product: [Cl:24][C:19]1[CH:20]=[C:21]([C:8](=[O:9])[CH2:7][CH2:6][C:5]([OH:10])=[O:11])[CH:22]=[CH:23][C:18]=1[O:17][CH2:16][C:15]([O:14][CH2:12][CH3:13])=[O:25].